This data is from Forward reaction prediction with 1.9M reactions from USPTO patents (1976-2016). The task is: Predict the product of the given reaction. (1) Given the reactants [Br:1][C:2]1[CH:7]=[CH:6][CH:5]=[C:4]([Br:8])[C:3]=1[CH3:9].[Br:10]N1C(=O)CCC1=O.N(C(C)(C)C#N)=NC(C)(C)C#N, predict the reaction product. The product is: [Br:1][C:2]1[CH:7]=[CH:6][CH:5]=[C:4]([Br:8])[C:3]=1[CH2:9][Br:10]. (2) Given the reactants Br[C:2]1[CH:9]=[CH:8][C:5]([C:6]#[N:7])=[CH:4][C:3]=1[C:10]([F:13])([F:12])[F:11].[NH:14]1[CH2:19][CH2:18][CH2:17][CH2:16][CH2:15]1, predict the reaction product. The product is: [N:14]1([C:2]2[CH:9]=[CH:8][C:5]([C:6]#[N:7])=[CH:4][C:3]=2[C:10]([F:13])([F:12])[F:11])[CH2:19][CH2:18][CH2:17][CH2:16][CH2:15]1. (3) Given the reactants C([O-])([O-])=O.[K+].[K+].[OH:7][C:8]1[CH:16]=[CH:15][C:14]([CH3:17])=[CH:13][C:9]=1[C:10]([OH:12])=[O:11].Br[CH2:19][C:20]1[CH:25]=[CH:24][CH:23]=[CH:22][CH:21]=1, predict the reaction product. The product is: [CH3:17][C:14]1[CH:15]=[CH:16][C:8]([O:7][CH2:10][C:9]2[CH:13]=[CH:14][CH:15]=[CH:16][CH:8]=2)=[C:9]([CH:13]=1)[C:10]([O:12][CH2:19][C:20]1[CH:25]=[CH:24][CH:23]=[CH:22][CH:21]=1)=[O:11]. (4) Given the reactants [NH2:1][CH2:2][CH2:3][C:4]1[CH:9]=[CH:8][C:7]([OH:10])=[CH:6][CH:5]=1.C(N(CC)CC)C.[C:18](Cl)(=[O:22])[C:19]([CH3:21])=[CH2:20].C(OCC)(=O)C, predict the reaction product. The product is: [OH:10][C:7]1[CH:8]=[CH:9][C:4]([CH2:3][CH2:2][NH:1][C:18](=[O:22])[C:19]([CH3:21])=[CH2:20])=[CH:5][CH:6]=1. (5) Given the reactants [CH2:1]([O:3][C:4]([C:6]1[N:7]([C:17]2[CH:22]=[CH:21][C:20]([O:23][CH:24]([CH3:26])[CH3:25])=[CH:19][CH:18]=2)[C:8]2[C:13]([C:14]=1[Cl:15])=[CH:12][C:11](I)=[CH:10][CH:9]=2)=[O:5])[CH3:2].C([Mg]Cl)(C)C.[Li+].[Cl-].[B:34](OCC)([O:38]CC)[O:35]CC.Cl, predict the reaction product. The product is: [CH2:1]([O:3][C:4]([C:6]1[N:7]([C:17]2[CH:22]=[CH:21][C:20]([O:23][CH:24]([CH3:26])[CH3:25])=[CH:19][CH:18]=2)[C:8]2[C:13]([C:14]=1[Cl:15])=[CH:12][C:11]([B:34]([OH:38])[OH:35])=[CH:10][CH:9]=2)=[O:5])[CH3:2]. (6) Given the reactants [C:1]([N:4]1[C:13]2[C:8](=[CH:9][C:10](Br)=[CH:11][CH:12]=2)[C@H:7]([NH:15][C:16]2[CH:21]=[CH:20][C:19]([N+:22]([O-:24])=[O:23])=[CH:18][N:17]=2)[CH2:6][C@@H:5]1[CH3:25])(=[O:3])[CH3:2].[CH3:26][O:27][C:28]([C:30]1[CH:35]=[CH:34][C:33](B(O)O)=[CH:32][CH:31]=1)=[O:29].C(=O)([O-])[O-].[K+].[K+].COCCOC, predict the reaction product. The product is: [C:1]([N:4]1[C:13]2[C:8](=[CH:9][C:10]([C:33]3[CH:34]=[CH:35][C:30]([C:28]([O:27][CH3:26])=[O:29])=[CH:31][CH:32]=3)=[CH:11][CH:12]=2)[C@H:7]([NH:15][C:16]2[CH:21]=[CH:20][C:19]([N+:22]([O-:24])=[O:23])=[CH:18][N:17]=2)[CH2:6][C@@H:5]1[CH3:25])(=[O:3])[CH3:2]. (7) Given the reactants Br[C:2]1[CH:3]=[C:4]([CH:9]=[CH:10][CH2:11][CH2:12][N:13]2[C:21](=[O:22])[C:20]3[C:15](=[CH:16][CH:17]=[CH:18][CH:19]=3)[C:14]2=[O:23])[CH:5]=[C:6]([OH:8])[CH:7]=1.O.C(OCC)(=O)C, predict the reaction product. The product is: [OH:8][C:6]1[CH:5]=[C:4]([CH2:9][CH2:10][CH2:11][CH2:12][N:13]2[C:21](=[O:22])[C:20]3[C:15](=[CH:16][CH:17]=[CH:18][CH:19]=3)[C:14]2=[O:23])[CH:3]=[CH:2][CH:7]=1. (8) Given the reactants Br[C:2]1[CH:3]=[C:4]([Cl:14])[C:5]2[O:10][CH2:9][CH:8]([CH2:11][OH:12])[O:7][C:6]=2[CH:13]=1.[CH3:15][S:16]([O-:18])=[O:17].[Na+].N1CCC[C@H]1C(O)=O.C([O-])([O-])=O.[K+].[K+], predict the reaction product. The product is: [Cl:14][C:4]1[C:5]2[O:10][CH2:9][C@H:8]([CH2:11][OH:12])[O:7][C:6]=2[CH:13]=[C:2]([S:16]([CH3:15])(=[O:18])=[O:17])[CH:3]=1. (9) Given the reactants [NH2:1][C:2]1[CH:12]=[CH:11][C:5]([C:6]([O:8][CH2:9][CH3:10])=[O:7])=[CH:4][CH:3]=1.[CH:13](=O)[CH3:14].P(O)(O[C:26]1[CH:31]=[CH:30][CH:29]=[CH:28][CH:27]=1)(O[C:26]1[CH:31]=[CH:30][CH:29]=[CH:28][CH:27]=1)=O.[CH:33](/[NH:36][C:37](=[O:46])[O:38][CH2:39]C1C=CC=CC=1)=[CH:34]\[CH3:35], predict the reaction product. The product is: [CH2:39]([O:38][C:37]([NH:36][CH:33]1[C:3]2[C:2](=[CH:12][CH:11]=[C:5]([C:6]([O:8][CH2:9][CH3:10])=[O:7])[CH:4]=2)[NH:1][CH:13]([CH3:14])[CH:34]1[CH3:35])=[O:46])[C:26]1[CH:27]=[CH:28][CH:29]=[CH:30][CH:31]=1. (10) The product is: [CH3:15][O:14][C:9]1[CH:10]=[CH:11][CH:12]=[CH:13][C:8]=1[CH2:7][CH:6]([CH3:16])[CH2:5][C:4]([OH:17])=[O:3]. Given the reactants C([O:3][C:4](=[O:17])[CH2:5][CH:6]([CH3:16])[CH2:7][C:8]1[CH:13]=[CH:12][CH:11]=[CH:10][C:9]=1[O:14][CH3:15])C.Cl, predict the reaction product.